This data is from Full USPTO retrosynthesis dataset with 1.9M reactions from patents (1976-2016). The task is: Predict the reactants needed to synthesize the given product. (1) The reactants are: [CH:1]1([C:7](Cl)=[O:8])[CH2:6][CH2:5][CH2:4][CH2:3][CH2:2]1.[Br:10][C:11]1[CH:12]=[C:13]([CH:15]=[CH:16][CH:17]=1)[NH2:14]. Given the product [Br:10][C:11]1[CH:12]=[C:13]([NH:14][C:7]([CH:1]2[CH2:6][CH2:5][CH2:4][CH2:3][CH2:2]2)=[O:8])[CH:15]=[CH:16][CH:17]=1, predict the reactants needed to synthesize it. (2) Given the product [F:31][C:3]([F:2])([F:30])[C:4]1[CH:29]=[CH:28][CH:27]=[CH:26][C:5]=1[CH:6]=[C:38]1[CH2:39][CH2:40][N:41]([C:44]2[CH:54]=[CH:53][C:47]([C:48]([O:50][CH2:51][CH3:52])=[O:49])=[CH:46][CH:45]=2)[CH2:42][CH2:43]1, predict the reactants needed to synthesize it. The reactants are: [Br-].[F:2][C:3]([F:31])([F:30])[C:4]1[CH:29]=[CH:28][CH:27]=[CH:26][C:5]=1[CH2:6][P+](C1C=CC=CC=1)(C1C=CC=CC=1)C1C=CC=CC=1.C([Li])CCC.O=[C:38]1[CH2:43][CH2:42][N:41]([C:44]2[CH:54]=[CH:53][C:47]([C:48]([O:50][CH2:51][CH3:52])=[O:49])=[CH:46][CH:45]=2)[CH2:40][CH2:39]1.